From a dataset of Reaction yield outcomes from USPTO patents with 853,638 reactions. Predict the reaction yield, written as a fraction of the theoretical maximum amount of product (1.0 means a 100% yield; for example, 0.34 means a 34% yield). (1) The reactants are F[C:2](F)(F)[C:3]([O-:5])=[O:4].[Na+].C(O[C:14]([N:16]([CH3:56])[C@H:17]([C:21]([NH:23][C@H:24]([C:28]([N:30]([C@@H:32]([C@@H:52]([CH3:55])[CH2:53][CH3:54])[C@H:33]([O:50][CH3:51])[CH2:34][C:35]([N:37]1[CH2:41][CH2:40][CH2:39][C@H:38]1[C@H:42]([O:48][CH3:49])[C@H:43]([C:45]([OH:47])=O)[CH3:44])=[O:36])[CH3:31])=[O:29])[CH:25]([CH3:27])[CH3:26])=[O:22])[CH:18]([CH3:20])[CH3:19])=O)(C)(C)C.F[C:58](F)(F)[C:59]([O-:61])=O.[Na+].[CH2:65]([NH:72][C:73](=[O:79])[C@H:74]([C@@H](C)O)[NH2:75])[C:66]1[CH:71]=[CH:70][CH:69]=[CH:68][CH:67]=1.N1(OC(N(C)C)=[N+](C)C)C2N=CC=C[C:83]=2N=N1.F[P-](F)(F)(F)(F)F.FC(F)(F)C(O)=O.O=CCCC(O)=O.C([BH3-])#N.[Na+]. The product is [C:3]([CH2:2][CH2:83][CH2:14][N:16]([CH3:56])[C@H:17]([C:21]([NH:23][C@H:24]([C:28]([N:30]([C@@H:32]([C@@H:52]([CH3:55])[CH2:53][CH3:54])[C@H:33]([O:50][CH3:51])[CH2:34][C:35]([N:37]1[CH2:41][CH2:40][CH2:39][C@H:38]1[C@H:42]([O:48][CH3:49])[C@@H:43]([CH3:44])[C:45]([NH:75][C@@H:74]([C@H:59]([OH:61])[CH3:58])[C:73]([NH:72][CH2:65][C:66]1[CH:71]=[CH:70][CH:69]=[CH:68][CH:67]=1)=[O:79])=[O:47])=[O:36])[CH3:31])=[O:29])[CH:25]([CH3:27])[CH3:26])=[O:22])[CH:18]([CH3:19])[CH3:20])([OH:5])=[O:4]. No catalyst specified. The yield is 0.970. (2) The reactants are [CH:1]1([C:4]2[CH:13]=[CH:12][CH:11]=[C:10]([F:14])[C:5]=2[C:6](OC)=[O:7])[CH2:3][CH2:2]1.[H-].[Al+3].[Li+].[H-].[H-].[H-].O. The catalyst is O1CCCC1. The product is [CH:1]1([C:4]2[CH:13]=[CH:12][CH:11]=[C:10]([F:14])[C:5]=2[CH2:6][OH:7])[CH2:3][CH2:2]1. The yield is 0.840. (3) The reactants are C1(OC(N2CCC3C(=CC(OC)=C(OC)C=3)C2CC2C=CC(C3C=CC=CC=3)=CC=2)=O)C=CC=CC=1.C(O)(=O)C(O)=O.[C:43]1([C:64]2[CH:69]=[CH:68][CH:67]=[CH:66][CH:65]=2)[CH:48]=[CH:47][C:46]([CH2:49][CH:50]2[C:59]3[C:54](=[CH:55][C:56]([O:62][CH3:63])=[C:57]([O:60][CH3:61])[CH:58]=3)[CH2:53][CH2:52][NH:51]2)=[CH:45][CH:44]=1.[C:70]1([CH2:76][C:77](Cl)=[O:78])[CH:75]=[CH:74][CH:73]=[CH:72][CH:71]=1.[OH-].[Na+]. No catalyst specified. The product is [C:43]1([C:64]2[CH:69]=[CH:68][CH:67]=[CH:66][CH:65]=2)[CH:44]=[CH:45][C:46]([CH2:49][CH:50]2[C:59]3[C:54](=[CH:55][C:56]([O:62][CH3:63])=[C:57]([O:60][CH3:61])[CH:58]=3)[CH2:53][CH2:52][N:51]2[C:77](=[O:78])[CH2:76][C:70]2[CH:75]=[CH:74][CH:73]=[CH:72][CH:71]=2)=[CH:47][CH:48]=1. The yield is 0.565. (4) The reactants are [C:1]([O:5][C:6]([N:8]1[CH2:12][CH2:11][CH2:10][C@H:9]1[CH2:13]Br)=[O:7])([CH3:4])([CH3:3])[CH3:2].[CH2:15]([O:22][C:23]1[CH:28]=[CH:27][N:26]([C:29]2[CH:37]=[C:36]3[C:32](C4CCNCC=4[N:35]3[CH3:38])=[CH:31][CH:30]=2)[C:25](=[O:43])[CH:24]=1)[C:16]1[CH:21]=[CH:20][CH:19]=[CH:18][CH:17]=1.C([O-])([O-])=O.[Cs+].[Cs+]. The catalyst is CS(C)=O.O.CCOC(C)=O. The product is [CH2:15]([O:22][C:23]1[CH:28]=[CH:27][N:26]([C:29]2[CH:30]=[CH:31][C:32]3[C:24]4[CH2:25][N:26]([CH2:13][C@@H:9]5[CH2:10][CH2:11][CH2:12][N:8]5[C:6]([O:5][C:1]([CH3:4])([CH3:3])[CH3:2])=[O:7])[CH2:27][CH2:28][C:23]=4[N:35]([CH3:38])[C:36]=3[CH:37]=2)[C:25](=[O:43])[CH:24]=1)[C:16]1[CH:17]=[CH:18][CH:19]=[CH:20][CH:21]=1. The yield is 0.0300. (5) The reactants are Br[C:2]1[CH:7]=[CH:6][CH:5]=[C:4]([CH2:8][CH2:9][CH:10]=[CH2:11])[CH:3]=1.[Li]CCCC.CN(C)[CH:19]=[O:20]. The catalyst is O1CCCC1. The product is [CH2:8]([C:4]1[CH:3]=[C:2]([CH:7]=[CH:6][CH:5]=1)[CH:19]=[O:20])[CH2:9][CH:10]=[CH2:11]. The yield is 0.790.